From a dataset of Full USPTO retrosynthesis dataset with 1.9M reactions from patents (1976-2016). Predict the reactants needed to synthesize the given product. Given the product [C:11]([C:5]1[C:4]2[C:8](=[CH:9][CH:10]=[C:2]([C:13]([O:16][CH3:18])=[O:15])[CH:3]=2)[NH:7][N:6]=1)#[N:12], predict the reactants needed to synthesize it. The reactants are: Br[C:2]1[CH:3]=[C:4]2[C:8](=[CH:9][CH:10]=1)[NH:7][N:6]=[C:5]2[C:11]#[N:12].[C:13]([O-:16])(=[O:15])C.[Na+].[CH3:18]N(C)C=O.